From a dataset of Catalyst prediction with 721,799 reactions and 888 catalyst types from USPTO. Predict which catalyst facilitates the given reaction. (1) Reactant: [F:1][C:2]1[CH:7]=[CH:6][C:5]([C:8]2([CH2:19][CH2:20][CH2:21][O:22]C3CCCCO3)[C:16]3[C:11](=[CH:12][C:13]([C:17]#[N:18])=[CH:14][CH:15]=3)[CH2:10][O:9]2)=[CH:4][CH:3]=1.O.C1(C)C=CC(S(O)(=O)=O)=CC=1. Product: [F:1][C:2]1[CH:3]=[CH:4][C:5]([C:8]2([CH2:19][CH2:20][CH2:21][OH:22])[C:16]3[C:11](=[CH:12][C:13]([C:17]#[N:18])=[CH:14][CH:15]=3)[CH2:10][O:9]2)=[CH:6][CH:7]=1. The catalyst class is: 5. (2) Reactant: BrN1C(=O)CCC1=O.[O:9]1[C:13]2[CH:14]=[CH:15][C:16]([CH2:18][C:19]([OH:21])=[O:20])=[CH:17][C:12]=2[CH2:11][CH2:10]1. Product: [O:9]1[C:13]2[CH:14]=[CH:15][C:16]([CH2:18][C:19]([OH:21])=[O:20])=[CH:17][C:12]=2[CH:11]=[CH:10]1. The catalyst class is: 340. (3) Reactant: [F:1][C:2]([F:13])([F:12])[C:3]1[C:4]([C:9](=[O:11])[CH3:10])=[N:5][CH:6]=[CH:7][CH:8]=1.[Br:14]Br. Product: [Br:14][CH2:10][C:9]([C:4]1[C:3]([C:2]([F:1])([F:12])[F:13])=[CH:8][CH:7]=[CH:6][N:5]=1)=[O:11].[BrH:14]. The catalyst class is: 201.